Dataset: Reaction yield outcomes from USPTO patents with 853,638 reactions. Task: Predict the reaction yield, written as a fraction of the theoretical maximum amount of product (1.0 means a 100% yield; for example, 0.34 means a 34% yield). (1) The yield is 0.800. The product is [F:27][C:24]([F:25])([F:26])[C:21]1[CH:20]=[CH:19][C:18]([CH2:17][C@H:9]2[CH2:8][C@@H:7]([C:5]3[O:4][NH:3][C:2](=[O:1])[CH:6]=3)[CH2:12][CH2:11][NH:10]2)=[CH:23][CH:22]=1. No catalyst specified. The reactants are [O:1]=[C:2]1[CH:6]=[C:5]([C@H:7]2[CH2:12][CH2:11][N:10](C(OC)=O)[C@@H:9]([CH2:17][C:18]3[CH:23]=[CH:22][C:21]([C:24]([F:27])([F:26])[F:25])=[CH:20][CH:19]=3)[CH2:8]2)[O:4][NH:3]1.Br. (2) The catalyst is ClCCl. The yield is 0.968. The reactants are C(Cl)(=O)C(Cl)=O.CS(C)=O.[F:11][C:12]([F:50])([CH2:46][CH2:47][CH2:48][CH3:49])[CH:13]([OH:45])[CH2:14][CH2:15][C@H:16]1[C@H:20]([O:21][CH:22]2[CH2:27][CH2:26][CH2:25][CH2:24][O:23]2)[CH2:19][C@H:18]([OH:28])[C@@H:17]1[CH2:29][CH2:30][CH2:31][CH2:32][CH2:33][CH2:34][C:35]([O:37][CH2:38][C:39]1[CH:44]=[CH:43][CH:42]=[CH:41][CH:40]=1)=[O:36].C(N(CC)CC)C.O.[NH4+]. The product is [F:50][C:12]([F:11])([CH2:46][CH2:47][CH2:48][CH3:49])[C:13](=[O:45])[CH2:14][CH2:15][C@H:16]1[C@H:20]([O:21][CH:22]2[CH2:27][CH2:26][CH2:25][CH2:24][O:23]2)[CH2:19][C:18](=[O:28])[C@@H:17]1[CH2:29][CH2:30][CH2:31][CH2:32][CH2:33][CH2:34][C:35]([O:37][CH2:38][C:39]1[CH:40]=[CH:41][CH:42]=[CH:43][CH:44]=1)=[O:36]. (3) The catalyst is C(O)C. The product is [Cl:1][C:2]1[CH:3]=[CH:4][C:5]([CH:8]=[CH:9][C:10]([NH:13][OH:12])=[NH:11])=[CH:6][CH:7]=1. The reactants are [Cl:1][C:2]1[CH:7]=[CH:6][C:5]([CH:8]=[CH:9][C:10]#[N:11])=[CH:4][CH:3]=1.[OH:12][NH2:13]. The yield is 0.510. (4) The reactants are [F:1][C:2]1[CH:7]=[C:6]([N+:8]([O-])=O)[CH:5]=[CH:4][C:3]=1/[CH:11]=[C:12](\[CH3:18])/[C:13]([O:15][CH2:16][CH3:17])=[O:14].[Cl-].[NH4+]. The catalyst is O1CCCC1.CO.[Fe]. The product is [F:1][C:2]1[CH:7]=[C:6]([NH2:8])[CH:5]=[CH:4][C:3]=1/[CH:11]=[C:12](\[CH3:18])/[C:13]([O:15][CH2:16][CH3:17])=[O:14]. The yield is 0.850.